From a dataset of Reaction yield outcomes from USPTO patents with 853,638 reactions. Predict the reaction yield, written as a fraction of the theoretical maximum amount of product (1.0 means a 100% yield; for example, 0.34 means a 34% yield). (1) The reactants are [F:1][C:2]([F:17])([C:13]([F:16])([F:15])[F:14])[C:3]([F:12])([F:11])[C:4]1[CH:9]=[CH:8][C:7](I)=[CH:6][CH:5]=1.FC(F)(C(F)(F)F)C(F)(F)C1C=CC(Br)=CC=1.[C:35]1([CH3:46])[CH:40]=[CH:39][C:38]([C:41]2[N:45]=[CH:44][NH:43][N:42]=2)=[CH:37][CH:36]=1.C(=O)([O-])[O-].[Cs+].[Cs+].N1C2C(=CC=CC=2O)C=CC=1.[NH4+].[OH-]. The catalyst is CN(C=O)C.O.[Cu]I. The product is [F:11][C:3]([F:12])([C:4]1[CH:9]=[CH:8][C:7]([N:43]2[CH:44]=[N:45][C:41]([C:38]3[CH:39]=[CH:40][C:35]([CH3:46])=[CH:36][CH:37]=3)=[N:42]2)=[CH:6][CH:5]=1)[C:2]([F:17])([F:1])[C:13]([F:16])([F:15])[F:14]. The yield is 0.390. (2) The reactants are [CH3:1][C:2]1[NH:7][C:6](=[O:8])[NH:5][CH:4]([C:9]2[CH:14]=[CH:13][CH:12]=[C:11]([N+:15]([O-:17])=[O:16])[CH:10]=2)[C:3]=1[C:18]#[N:19].[Li+].CC([N-]C(C)C)C.Cl[C:29]([O:31][C:32]1[CH:37]=[CH:36][C:35]([N+:38]([O-:40])=[O:39])=[CH:34][CH:33]=1)=[O:30]. The catalyst is C1COCC1. The product is [N+:38]([C:35]1[CH:34]=[CH:33][C:32]([O:31][C:29]([N:5]2[CH:4]([C:9]3[CH:14]=[CH:13][CH:12]=[C:11]([N+:15]([O-:17])=[O:16])[CH:10]=3)[C:3]([C:18]#[N:19])=[C:2]([CH3:1])[NH:7][C:6]2=[O:8])=[O:30])=[CH:37][CH:36]=1)([O-:40])=[O:39]. The yield is 0.530. (3) The reactants are [Br:1][C:2]1[C:3]([S:7]([N:10]2[C:14]([C:15]3[C:16]([F:21])=[N:17][CH:18]=[CH:19][CH:20]=3)=[C:13]([F:22])[C:12]([CH2:23][N:24](C)[C:25](=O)OC(C)(C)C)=[CH:11]2)(=[O:9])=[O:8])=[CH:4][S:5][CH:6]=1.C(OCC)(=O)C.[ClH:39]. The catalyst is C(OCC)(=O)C.CC(O)C. The product is [ClH:39].[Br:1][C:2]1[C:3]([S:7]([N:10]2[C:14]([C:15]3[C:16]([F:21])=[N:17][CH:18]=[CH:19][CH:20]=3)=[C:13]([F:22])[C:12]([CH2:23][NH:24][CH3:25])=[CH:11]2)(=[O:9])=[O:8])=[CH:4][S:5][CH:6]=1. The yield is 0.660. (4) The reactants are F[C:2]1[CH:7]=[CH:6][CH:5]=[C:4]([CH3:8])[N:3]=1.[CH3:9][CH:10]([CH3:13])[C:11]#[N:12].C[Si](C)(C)[N-][Si](C)(C)C.[K+]. The catalyst is C1(C)C=CC=CC=1. The product is [CH3:9][C:10]([C:2]1[CH:7]=[CH:6][CH:5]=[C:4]([CH3:8])[N:3]=1)([CH3:13])[C:11]#[N:12]. The yield is 0.700. (5) The reactants are C([N:3]([CH2:14][CH3:15])[C:4](=[O:13])[C:5]1[CH:10]=[CH:9][CH:8]=[C:7]([CH3:11])[C:6]=1[CH3:12])C.[Li]CCCC.C(C1[CH:39]=[CH:38][C:26]([C:27]([N:29]([CH3:37])[CH:30]2[CH2:35][CH2:34][N:33]([CH3:36])[CH2:32][CH2:31]2)=[O:28])=[CH:25][CH:24]=1)#N.O. The catalyst is C1COCC1. The product is [CH3:37][N:29]([CH:30]1[CH2:31][CH2:32][N:33]([CH3:36])[CH2:34][CH2:35]1)[C:27](=[O:28])[C:26]1[CH:38]=[CH:39][C:15]([C:14]2[NH:3][C:4](=[O:13])[C:5]3[C:6]([CH:12]=2)=[C:7]([CH3:11])[CH:8]=[CH:9][CH:10]=3)=[CH:24][CH:25]=1. The yield is 0.440. (6) The reactants are [N+:1]([C:4]1[CH:5]=[C:6]2[C:14](=[CH:15][CH:16]=1)[NH:13][C:12]1[CH2:11][CH2:10][CH2:9][CH2:8][C:7]2=1)([O-])=O.C(O)C.O.O.[Sn](Cl)Cl. The catalyst is C(=O)(O)[O-].[Na+]. The product is [CH2:11]1[C:12]2[NH:13][C:14]3[C:6](=[CH:5][C:4]([NH2:1])=[CH:16][CH:15]=3)[C:7]=2[CH2:8][CH2:9][CH2:10]1. The yield is 0.950. (7) The reactants are [CH3:1][NH:2][CH2:3][CH2:4][O:5][C:6]1[CH:7]=[C:8]([CH2:12][C:13]([O:15][CH3:16])=[O:14])[CH:9]=[CH:10][CH:11]=1.[O:17]1[C:19]2([CH2:24][CH2:23][N:22]([C:25]([O:27][C:28]([CH3:31])([CH3:30])[CH3:29])=[O:26])[CH2:21][CH2:20]2)[CH2:18]1. The catalyst is CO. The product is [OH:17][C:19]1([CH2:18][N:2]([CH2:3][CH2:4][O:5][C:6]2[CH:11]=[CH:10][CH:9]=[C:8]([CH2:12][C:13]([O:15][CH3:16])=[O:14])[CH:7]=2)[CH3:1])[CH2:24][CH2:23][N:22]([C:25]([O:27][C:28]([CH3:31])([CH3:30])[CH3:29])=[O:26])[CH2:21][CH2:20]1. The yield is 0.880.